From a dataset of Peptide-MHC class I binding affinity with 185,985 pairs from IEDB/IMGT. Regression. Given a peptide amino acid sequence and an MHC pseudo amino acid sequence, predict their binding affinity value. This is MHC class I binding data. (1) The peptide sequence is EEMIKKSEIYV. The MHC is Mamu-B01 with pseudo-sequence Mamu-B01. The binding affinity (normalized) is 0. (2) The peptide sequence is YMRERFEPM. The MHC is BoLA-T2b with pseudo-sequence YHTKYREISENWYEATLYLEYEYYSMAAFNYRSY. The binding affinity (normalized) is 0.458. (3) The peptide sequence is IELPEKDSW. The MHC is HLA-B57:01 with pseudo-sequence HLA-B57:01. The binding affinity (normalized) is 0.328. (4) The peptide sequence is ALYLLDGLR. The MHC is HLA-B48:01 with pseudo-sequence HLA-B48:01. The binding affinity (normalized) is 0.0847. (5) The peptide sequence is TVLGLGLSLK. The MHC is HLA-B35:01 with pseudo-sequence HLA-B35:01. The binding affinity (normalized) is 0.0680. (6) The peptide sequence is MRHVLEPFRK. The MHC is Mamu-B03 with pseudo-sequence Mamu-B03. The binding affinity (normalized) is 0.305. (7) The peptide sequence is KRMMVRHCL. The MHC is HLA-B57:01 with pseudo-sequence HLA-B57:01. The binding affinity (normalized) is 0.0847.